Dataset: Peptide-MHC class I binding affinity with 185,985 pairs from IEDB/IMGT. Task: Regression. Given a peptide amino acid sequence and an MHC pseudo amino acid sequence, predict their binding affinity value. This is MHC class I binding data. The peptide sequence is CVTQTVDFSL. The MHC is Patr-B0101 with pseudo-sequence Patr-B0101. The binding affinity (normalized) is 0.338.